Task: Predict the reactants needed to synthesize the given product.. Dataset: Full USPTO retrosynthesis dataset with 1.9M reactions from patents (1976-2016) (1) Given the product [C:1]([O:5][C:6]([N:8]([CH3:16])[C@@H:9]([CH:10]([CH3:11])[CH3:12])[C:13]([O-:15])=[O:14])=[O:7])([CH3:4])([CH3:3])[CH3:2].[Cs+:21], predict the reactants needed to synthesize it. The reactants are: [C:1]([O:5][C:6]([N:8]([CH3:16])[C@H:9]([C:13]([OH:15])=[O:14])[CH:10]([CH3:12])[CH3:11])=[O:7])([CH3:4])([CH3:3])[CH3:2].C(=O)([O-])[O-].[Cs+:21].[Cs+]. (2) Given the product [CH:3]1[CH:4]=[CH:5][CH:6]=[CH:7][C:2]=1[C:1]([OH:9])=[O:8], predict the reactants needed to synthesize it. The reactants are: [C:1]([O-:9])(=[O:8])[C:2]1[CH:7]=[CH:6][CH:5]=[CH:4][CH:3]=1.[OH-].[K+]. (3) Given the product [CH:1]1([C@H:5]([NH:7][C:8]2[N:16]=[C:15]([C:17]([OH:19])=[O:18])[N:14]=[C:13]3[C:9]=2[N:10]([CH2:26][C:27]2[CH:28]=[CH:29][C:30]([C:33]([F:34])([F:35])[F:36])=[CH:31][CH:32]=2)[C:11]([CH:20]2[CH2:21][CH2:22][CH2:23][CH2:24][CH2:25]2)=[N:12]3)[CH3:6])[CH2:4][CH2:3][CH2:2]1, predict the reactants needed to synthesize it. The reactants are: [CH:1]1([C@H:5]([NH:7][C:8]2[N:16]=[C:15]([C:17]([OH:19])=[O:18])[N:14]=[C:13]3[C:9]=2[N:10]([CH2:26][C:27]2[CH:32]=[CH:31][C:30]([C:33]([F:36])([F:35])[F:34])=[CH:29][CH:28]=2)[C:11]([C:20]2[CH2:25][CH2:24][CH2:23][CH2:22][CH:21]=2)=[N:12]3)[CH3:6])[CH2:4][CH2:3][CH2:2]1.